From a dataset of Full USPTO retrosynthesis dataset with 1.9M reactions from patents (1976-2016). Predict the reactants needed to synthesize the given product. (1) Given the product [O:5]1[CH2:13][CH2:12][C:11](=[N:6][NH:7][CH2:3][CH2:2][C:1]#[N:4])[CH2:10][CH2:9]1, predict the reactants needed to synthesize it. The reactants are: [C:1](#[N:4])[CH2:2][CH3:3].[OH2:5].[NH2:6][NH2:7].O1[CH2:13][CH2:12][C:11](=O)[CH2:10][CH2:9]1. (2) Given the product [Cl:1][C:2]1[N:3]=[CH:4][N:5]([C:8]2[C:13]([O:14][CH3:15])=[CH:12][C:11]([N+:16]([O-:18])=[O:17])=[CH:10][N:9]=2)[CH:6]=1, predict the reactants needed to synthesize it. The reactants are: [Cl:1][C:2]1[N:3]=[CH:4][NH:5][CH:6]=1.Cl[C:8]1[C:13]([O:14][CH3:15])=[CH:12][C:11]([N+:16]([O-:18])=[O:17])=[CH:10][N:9]=1.[OH-].[K+].O. (3) Given the product [F:3][C:4]1[CH:13]=[CH:12][CH:11]=[C:10]2[C:5]=1[C:6]([NH:14][C:15]1[CH:16]=[C:17]3[C:21](=[CH:22][CH:23]=1)[N:20]([CH2:31][C:26]1[CH:27]=[CH:28][CH:29]=[CH:30][N:25]=1)[N:19]=[CH:18]3)=[N:7][CH:8]=[N:9]2, predict the reactants needed to synthesize it. The reactants are: [H-].[Na+].[F:3][C:4]1[CH:13]=[CH:12][CH:11]=[C:10]2[C:5]=1[C:6]([NH:14][C:15]1[CH:16]=[C:17]3[C:21](=[CH:22][CH:23]=1)[NH:20][N:19]=[CH:18]3)=[N:7][CH:8]=[N:9]2.Cl.[N:25]1[CH:30]=[CH:29][CH:28]=[CH:27][C:26]=1[CH2:31]Cl. (4) Given the product [Cl:24][C:15]1[N:14]=[C:13]([NH:6][C:5]2[CH:7]=[CH:8][CH:9]=[C:3]([C:2]([F:10])([F:11])[F:1])[CH:4]=2)[C:22]2[C:21](=[O:23])[NH:20][CH:19]=[N:18][C:17]=2[CH:16]=1, predict the reactants needed to synthesize it. The reactants are: [F:1][C:2]([F:11])([F:10])[C:3]1[CH:4]=[C:5]([CH:7]=[CH:8][CH:9]=1)[NH2:6].Cl[C:13]1[C:22]2[C:21](=[O:23])[NH:20][CH:19]=[N:18][C:17]=2[CH:16]=[C:15]([Cl:24])[N:14]=1. (5) The reactants are: [Br:1][C:2]1[CH:10]=[C:9]2[C:5]([C:6]([F:13])([F:12])[C:7](=[O:11])[NH:8]2)=[CH:4][CH:3]=1.C[Si]([N-][Si](C)(C)C)(C)C.[Na+].Cl[CH2:25][O:26][CH2:27][CH2:28][Si:29]([CH3:32])([CH3:31])[CH3:30]. Given the product [Br:1][C:2]1[CH:10]=[C:9]2[C:5]([C:6]([F:13])([F:12])[C:7](=[O:11])[N:8]2[CH2:25][O:26][CH2:27][CH2:28][Si:29]([CH3:32])([CH3:31])[CH3:30])=[CH:4][CH:3]=1, predict the reactants needed to synthesize it.